Dataset: Full USPTO retrosynthesis dataset with 1.9M reactions from patents (1976-2016). Task: Predict the reactants needed to synthesize the given product. Given the product [NH:20]1[CH:24]=[C:23]([C:25]2[CH:40]=[CH:39][CH:38]=[CH:37][C:26]=2[O:27][CH2:28][CH2:29][C:30]2[CH:31]=[CH:32][C:33]([NH:34][C:42]([NH:59][CH:56]3[CH2:57][CH2:58][O:53][CH2:54][CH2:55]3)=[O:44])=[CH:35][CH:36]=2)[N:22]=[CH:21]1, predict the reactants needed to synthesize it. The reactants are: C([N:20]1[CH:24]=[C:23]([C:25]2[CH:40]=[CH:39][CH:38]=[CH:37][C:26]=2[O:27][CH2:28][CH2:29][C:30]2[CH:36]=[CH:35][C:33]([NH2:34])=[CH:32][CH:31]=2)[N:22]=[CH:21]1)(C1C=CC=CC=1)(C1C=CC=CC=1)C1C=CC=CC=1.Cl[C:42](Cl)([O:44]C(=O)OC(Cl)(Cl)Cl)Cl.[O:53]1[CH2:58][CH2:57][CH:56]([NH2:59])[CH2:55][CH2:54]1.C(=O)(O)[O-].[Na+].